Predict the reaction yield, written as a fraction of the theoretical maximum amount of product (1.0 means a 100% yield; for example, 0.34 means a 34% yield). From a dataset of Reaction yield outcomes from USPTO patents with 853,638 reactions. The reactants are [CH2:1]([NH:4][C:5]([C:7]1[NH:8][C:9]2[C:14]([C:15]=1[C:16]1[CH:21]=[CH:20][CH:19]=[CH:18][CH:17]=1)=[CH:13][C:12]([NH2:22])=[CH:11][CH:10]=2)=[O:6])[CH2:2][CH3:3].[C:23]([C:27]1[CH:32]=[CH:31][C:30]([S:33](Cl)(=[O:35])=[O:34])=[CH:29][CH:28]=1)([CH3:26])([CH3:25])[CH3:24]. The catalyst is CCCCCC.C(OCC)(=O)C. The product is [CH2:1]([NH:4][C:5]([C:7]1[NH:8][C:9]2[C:14]([C:15]=1[C:16]1[CH:21]=[CH:20][CH:19]=[CH:18][CH:17]=1)=[CH:13][C:12]([NH:22][S:33]([C:30]1[CH:31]=[CH:32][C:27]([C:23]([CH3:26])([CH3:25])[CH3:24])=[CH:28][CH:29]=1)(=[O:35])=[O:34])=[CH:11][CH:10]=2)=[O:6])[CH2:2][CH3:3]. The yield is 0.210.